This data is from Full USPTO retrosynthesis dataset with 1.9M reactions from patents (1976-2016). The task is: Predict the reactants needed to synthesize the given product. (1) Given the product [F:32][C:33]1([F:40])[CH2:38][CH2:37][CH:36]([NH:39][C:28]([C:17]2[C:16]([CH3:31])=[C:15]([C:12]3[CH:11]=[CH:10][C:9]([O:8][CH2:1][C:2]4[CH:3]=[CH:4][CH:5]=[CH:6][CH:7]=4)=[CH:14][CH:13]=3)[N:19]([C:20]3[CH:25]=[CH:24][C:23]([Cl:26])=[CH:22][C:21]=3[Cl:27])[N:18]=2)=[O:29])[CH2:35][CH2:34]1, predict the reactants needed to synthesize it. The reactants are: [CH2:1]([O:8][C:9]1[CH:14]=[CH:13][C:12]([C:15]2[N:19]([C:20]3[CH:25]=[CH:24][C:23]([Cl:26])=[CH:22][C:21]=3[Cl:27])[N:18]=[C:17]([C:28](O)=[O:29])[C:16]=2[CH3:31])=[CH:11][CH:10]=1)[C:2]1[CH:7]=[CH:6][CH:5]=[CH:4][CH:3]=1.[F:32][C:33]1([F:40])[CH2:38][CH2:37][CH:36]([NH2:39])[CH2:35][CH2:34]1.C(N(CC)CC)C.F[P-](F)(F)(F)(F)F.N1(O[P+](N(C)C)(N(C)C)N(C)C)C2C=CC=CC=2N=N1. (2) Given the product [F:1][C:2]1[CH:3]=[C:4]([CH:16]=[CH:17][CH:18]=1)[CH2:5][C:6]1[O:10][N:9]=[C:8]([C:11]([OH:13])=[O:12])[CH:7]=1, predict the reactants needed to synthesize it. The reactants are: [F:1][C:2]1[CH:3]=[C:4]([CH:16]=[CH:17][CH:18]=1)[CH2:5][C:6]1[O:10][N:9]=[C:8]([C:11]([O:13]CC)=[O:12])[CH:7]=1.C(O)C.[OH-].[Na+]. (3) Given the product [F:20][C:17]1[CH:18]=[CH:19][C:14]([C:11]2[CH:12]=[CH:13][C:8]([C:6]3[N:5]=[C:4]([C:21]([O:23][CH3:24])=[O:22])[CH:3]=[C:2]([CH:25]=[CH2:26])[CH:7]=3)=[CH:9][CH:10]=2)=[CH:15][CH:16]=1, predict the reactants needed to synthesize it. The reactants are: Cl[C:2]1[CH:7]=[C:6]([C:8]2[CH:13]=[CH:12][C:11]([C:14]3[CH:19]=[CH:18][C:17]([F:20])=[CH:16][CH:15]=3)=[CH:10][CH:9]=2)[N:5]=[C:4]([C:21]([O:23][CH3:24])=[O:22])[CH:3]=1.[CH:25](B1OC(C)(C)C(C)(C)O1)=[CH2:26].[F-].C([N+](CCCC)(CCCC)CCCC)CCC. (4) The reactants are: [Br:1][C:2]1[CH:3]=[C:4]([NH2:9])[C:5]([NH2:8])=[CH:6][CH:7]=1.[C:10]([O:14][C:15]([N:17]1[CH2:21][CH2:20][CH2:19][CH:18]1[CH:22]=O)=[O:16])([CH3:13])([CH3:12])[CH3:11]. Given the product [C:10]([O:14][C:15]([N:17]1[CH2:21][CH2:20][CH2:19][CH:18]1[C:22]1[NH:9][C:4]2[CH:3]=[C:2]([Br:1])[CH:7]=[CH:6][C:5]=2[N:8]=1)=[O:16])([CH3:13])([CH3:11])[CH3:12], predict the reactants needed to synthesize it. (5) Given the product [O:8]([C:6]1[CH:7]=[C:2]([N:17]2[CH2:18][CH2:19][N:14]([CH3:13])[CH2:15][CH2:16]2)[CH:3]=[CH:4][C:5]=1[N+:10]([O-:12])=[O:11])[CH3:9], predict the reactants needed to synthesize it. The reactants are: F[C:2]1[CH:3]=[CH:4][C:5]([N+:10]([O-:12])=[O:11])=[C:6]([O:8][CH3:9])[CH:7]=1.[CH3:13][N:14]1[CH2:19][CH2:18][NH:17][CH2:16][CH2:15]1.C(=O)([O-])[O-].[K+].[K+].CS(C)=O.